This data is from Peptide-MHC class II binding affinity with 134,281 pairs from IEDB. The task is: Regression. Given a peptide amino acid sequence and an MHC pseudo amino acid sequence, predict their binding affinity value. This is MHC class II binding data. (1) The peptide sequence is IPERCEFGHQKVTFL. The MHC is DRB1_0101 with pseudo-sequence DRB1_0101. The binding affinity (normalized) is 0.679. (2) The peptide sequence is AAVGATPEAKFDSFV. The MHC is DRB1_0401 with pseudo-sequence DRB1_0401. The binding affinity (normalized) is 0.221. (3) The peptide sequence is LSYRSLQPETFAVVD. The MHC is HLA-DPA10201-DPB10501 with pseudo-sequence HLA-DPA10201-DPB10501. The binding affinity (normalized) is 0.499. (4) The peptide sequence is LVGPTPVNIIGRNLMTQIGC. The MHC is DRB4_0101 with pseudo-sequence DRB4_0103. The binding affinity (normalized) is 0.116. (5) The peptide sequence is YVENGLISRVLDGLV. The MHC is HLA-DQA10501-DQB10201 with pseudo-sequence HLA-DQA10501-DQB10201. The binding affinity (normalized) is 0.338.